From a dataset of Peptide-MHC class II binding affinity with 134,281 pairs from IEDB. Regression. Given a peptide amino acid sequence and an MHC pseudo amino acid sequence, predict their binding affinity value. This is MHC class II binding data. The binding affinity (normalized) is 0. The MHC is DRB1_1302 with pseudo-sequence DRB1_1302. The peptide sequence is KESGDAASGADGTYD.